This data is from Reaction yield outcomes from USPTO patents with 853,638 reactions. The task is: Predict the reaction yield, written as a fraction of the theoretical maximum amount of product (1.0 means a 100% yield; for example, 0.34 means a 34% yield). (1) The reactants are [CH:1]([NH2:4])([CH3:3])[CH3:2].[C:5]([O:9][C:10]([NH:12][C@H:13]1[CH2:18][CH2:17][C@H:16]([C:19]([OH:21])=O)[CH2:15][CH2:14]1)=[O:11])([CH3:8])([CH3:7])[CH3:6].CN(C(ON1N=NC2C=CC=NC1=2)=[N+](C)C)C.F[P-](F)(F)(F)(F)F.C(N(C(C)C)CC)(C)C. The catalyst is CN(C=O)C. The product is [C:5]([O:9][C:10](=[O:11])[NH:12][C@H:13]1[CH2:14][CH2:15][C@H:16]([C:19](=[O:21])[NH:4][CH:1]([CH3:3])[CH3:2])[CH2:17][CH2:18]1)([CH3:6])([CH3:7])[CH3:8]. The yield is 0.890. (2) The yield is 0.960. The product is [Cl:1][C:2]1[C:3]([CH2:9][C:10]2[CH:15]=[CH:14][C:13]([O:16][CH3:17])=[CH:12][CH:11]=2)=[C:4]([OH:8])[CH:5]=[CH:6][CH:7]=1. The catalyst is C(#N)C. The reactants are [Cl:1][C:2]1[C:3]([CH:9](O)[C:10]2[CH:15]=[CH:14][C:13]([O:16][CH3:17])=[CH:12][CH:11]=2)=[C:4]([OH:8])[CH:5]=[CH:6][CH:7]=1.C([SiH](CC)CC)C.C(=O)([O-])O.[Na+]. (3) The reactants are [CH2:1]([O:3][C:4](=[O:9])[CH2:5][CH2:6][CH2:7]Br)[CH3:2].[OH:10][N:11]1[C:15](=[O:16])[C:14]2=[CH:17][CH:18]=[CH:19][CH:20]=[C:13]2[C:12]1=[O:21].CCN(C(C)C)C(C)C.[Cl-].[NH4+]. The catalyst is CN(C)C=O. The product is [CH2:1]([O:3][C:4](=[O:9])[CH2:5][CH2:6][CH2:7][O:10][N:11]1[C:15](=[O:16])[C:14]2[C:13](=[CH:20][CH:19]=[CH:18][CH:17]=2)[C:12]1=[O:21])[CH3:2]. The yield is 1.00.